From a dataset of Catalyst prediction with 721,799 reactions and 888 catalyst types from USPTO. Predict which catalyst facilitates the given reaction. (1) Reactant: CN1CCOCC1.[C:8]([O:12][C:13]([N:15]1[CH2:20][CH2:19][N:18]([C:21]([O:23][C:24]([CH3:27])([CH3:26])[CH3:25])=[O:22])[CH2:17][CH:16]1[CH2:28][CH2:29][OH:30])=[O:14])([CH3:11])([CH3:10])[CH3:9]. Product: [C:8]([O:12][C:13]([N:15]1[CH2:20][CH2:19][N:18]([C:21]([O:23][C:24]([CH3:27])([CH3:26])[CH3:25])=[O:22])[CH2:17][CH:16]1[CH2:28][CH:29]=[O:30])=[O:14])([CH3:11])([CH3:10])[CH3:9]. The catalyst class is: 678. (2) Reactant: [OH:1][C:2]1[CH:3]=[C:4]([CH:10]=[CH:11][C:12]=1[OH:13])[C:5]([O:7][CH2:8][CH3:9])=[O:6].[C:14](=O)([O-])[O-].[K+].[K+].IC. Product: [OH:1][C:2]1[CH:3]=[C:4]([CH:10]=[CH:11][C:12]=1[O:13][CH3:14])[C:5]([O:7][CH2:8][CH3:9])=[O:6]. The catalyst class is: 3. (3) Product: [ClH:1].[CH3:7][NH:6][CH2:5][CH2:4][C:3]([CH3:16])([CH3:15])[CH3:2]. Reactant: [ClH:1].[CH3:2][C:3]([CH3:16])([CH3:15])[CH2:4][CH2:5][N:6](C)[C:7](=O)OC(C)(C)C. The catalyst class is: 12. (4) Product: [C:1]([O:5][C:6](=[O:7])[NH:8][C@@H:9]([C@H:13]([OH:15])[CH3:14])[C:10](=[O:12])[N:24]1[CH2:23][CH2:22][CH2:21][CH2:26]1)([CH3:2])([CH3:3])[CH3:4]. Reactant: [C:1]([O:5][C:6]([NH:8][C@@H:9]([C@H:13]([OH:15])[CH3:14])[C:10]([OH:12])=O)=[O:7])([CH3:4])([CH3:3])[CH3:2].CCN=C=N[CH2:21][CH2:22][CH2:23][N:24]([CH3:26])C.Cl.C1C=CC2N(O)N=NC=2C=1.CCN(C(C)C)C(C)C.N1CCCC1. The catalyst class is: 3. (5) Reactant: Cl.[OH:2][C@H:3]1[CH2:7][NH:6][C@H:5]([C:8]([NH:10][CH2:11][C:12]2[CH:17]=[CH:16][C:15]([C:18]3[S:22][CH:21]=[N:20][C:19]=3[CH3:23])=[CH:14][C:13]=2[OH:24])=[O:9])[CH2:4]1.[CH3:25][CH:26]([CH3:41])[C@@H:27]([N:31]1[CH2:39][C:38]2[C:33](=[CH:34][CH:35]=[CH:36][CH:37]=2)[C:32]1=[O:40])[C:28](O)=[O:29].CCN(C(C)C)C(C)C.CN(C(ON1N=NC2C=CC=NC1=2)=[N+](C)C)C.F[P-](F)(F)(F)(F)F. Product: [OH:2][C@H:3]1[CH2:7][N:6]([C:28](=[O:29])[C@H:27]([N:31]2[CH2:39][C:38]3[C:33](=[CH:34][CH:35]=[CH:36][CH:37]=3)[C:32]2=[O:40])[CH:26]([CH3:41])[CH3:25])[C@H:5]([C:8]([NH:10][CH2:11][C:12]2[CH:17]=[CH:16][C:15]([C:18]3[S:22][CH:21]=[N:20][C:19]=3[CH3:23])=[CH:14][C:13]=2[OH:24])=[O:9])[CH2:4]1. The catalyst class is: 3. (6) Reactant: [CH3:1][O:2][C:3](=[O:14])[C:4]1[CH:9]=[CH:8][C:7]([CH2:10]Br)=[C:6]([O:12][CH3:13])[CH:5]=1.C1N2CN3CN(C2)C[N:16]1C3.C(O)C.[ClH:28]. Product: [ClH:28].[CH3:1][O:2][C:3](=[O:14])[C:4]1[CH:9]=[CH:8][C:7]([CH2:10][NH2:16])=[C:6]([O:12][CH3:13])[CH:5]=1. The catalyst class is: 147. (7) Reactant: [F:1][C:2]1[CH:7]=[CH:6][C:5]([C:8]2[CH:13]=[CH:12][CH:11]=[C:10]([S:14](Cl)(=[O:16])=[O:15])[CH:9]=2)=[CH:4][CH:3]=1.[NH2:18][C:19]1[CH:20]=[CH:21][C:22]([NH:25][C:26]([NH:28][C:29]2[CH:34]=[CH:33][CH:32]=[CH:31][CH:30]=2)=[O:27])=[N:23][CH:24]=1.N1C=CC=CC=1. Product: [C:29]1([NH:28][C:26](=[O:27])[NH:25][C:22]2[CH:21]=[CH:20][C:19]([NH:18][S:14]([C:10]3[CH:9]=[C:8]([C:5]4[CH:6]=[CH:7][C:2]([F:1])=[CH:3][CH:4]=4)[CH:13]=[CH:12][CH:11]=3)(=[O:16])=[O:15])=[CH:24][N:23]=2)[CH:30]=[CH:31][CH:32]=[CH:33][CH:34]=1. The catalyst class is: 2.